The task is: Predict the product of the given reaction.. This data is from Forward reaction prediction with 1.9M reactions from USPTO patents (1976-2016). (1) Given the reactants [H-].[Na+].C[CH:4]([CH2:8][CH3:9])[CH2:5][CH:6]=[O:7], predict the reaction product. The product is: [CH3:4][CH:9]([CH2:5][CH3:6])[CH2:8][CH:4]=[CH:5][C:6]([O:7][CH2:9][CH3:8])=[O:7]. (2) Given the reactants [CH:1]([NH:4][C:5](=[O:17])[C:6]1[CH:11]=[CH:10][C:9]([O:12][CH3:13])=[C:8]([CH3:14])[C:7]=1[O:15][CH3:16])([CH3:3])[CH3:2].CN(CCN(C)C)C.[Li]C(C)(C)C.[CH2:31]1[O:34][CH:32]1[CH3:33], predict the reaction product. The product is: [OH:34][CH:32]([CH3:33])[CH2:31][C:11]1[C:6]([C:5]([NH:4][CH:1]([CH3:3])[CH3:2])=[O:17])=[C:7]([O:15][CH3:16])[C:8]([CH3:14])=[C:9]([O:12][CH3:13])[CH:10]=1. (3) Given the reactants CCN(C(C)C)C(C)C.[Br:10][C:11]1[CH:20]=[C:19]2[C:14]([C:15]([OH:29])=[C:16]([C:24](OCC)=[O:25])[C:17](=[O:23])[C:18]2([CH3:22])[CH3:21])=[CH:13][CH:12]=1.Cl.[C:31]([O:35][C:36](=[O:39])[CH2:37][NH2:38])([CH3:34])([CH3:33])[CH3:32], predict the reaction product. The product is: [Br:10][C:11]1[CH:20]=[C:19]2[C:14]([C:15]([OH:29])=[C:16]([C:24]([NH:38][CH2:37][C:36]([O:35][C:31]([CH3:34])([CH3:33])[CH3:32])=[O:39])=[O:25])[C:17](=[O:23])[C:18]2([CH3:22])[CH3:21])=[CH:13][CH:12]=1.